Dataset: NCI-60 drug combinations with 297,098 pairs across 59 cell lines. Task: Regression. Given two drug SMILES strings and cell line genomic features, predict the synergy score measuring deviation from expected non-interaction effect. (1) Drug 1: CC1CCC2CC(C(=CC=CC=CC(CC(C(=O)C(C(C(=CC(C(=O)CC(OC(=O)C3CCCCN3C(=O)C(=O)C1(O2)O)C(C)CC4CCC(C(C4)OC)OCCO)C)C)O)OC)C)C)C)OC. Drug 2: C1=CN(C=N1)CC(O)(P(=O)(O)O)P(=O)(O)O. Cell line: CAKI-1. Synergy scores: CSS=23.2, Synergy_ZIP=-3.48, Synergy_Bliss=-0.744, Synergy_Loewe=-15.8, Synergy_HSA=2.15. (2) Drug 1: CC1=C2C(C(=O)C3(C(CC4C(C3C(C(C2(C)C)(CC1OC(=O)C(C(C5=CC=CC=C5)NC(=O)OC(C)(C)C)O)O)OC(=O)C6=CC=CC=C6)(CO4)OC(=O)C)OC)C)OC. Drug 2: C1=CC=C(C(=C1)C(C2=CC=C(C=C2)Cl)C(Cl)Cl)Cl. Cell line: HS 578T. Synergy scores: CSS=57.1, Synergy_ZIP=6.62, Synergy_Bliss=6.36, Synergy_Loewe=-26.9, Synergy_HSA=6.47.